Dataset: Reaction yield outcomes from USPTO patents with 853,638 reactions. Task: Predict the reaction yield, written as a fraction of the theoretical maximum amount of product (1.0 means a 100% yield; for example, 0.34 means a 34% yield). (1) The reactants are [Br:1][C:2]1[CH:7]=[C:6](I)[C:5]([Br:9])=[CH:4][C:3]=1I.[Br-:11].[Br:12][C:13]1[CH:17]=[CH:16][S:15][C:14]=1[Zn+]. The catalyst is Cl[Pd](Cl)([P](C1C=CC=CC=1)(C1C=CC=CC=1)C1C=CC=CC=1)[P](C1C=CC=CC=1)(C1C=CC=CC=1)C1C=CC=CC=1.O1CCCC1. The product is [Br:1][C:2]1[CH:7]=[C:6]([C:14]2[S:15][CH:16]=[CH:17][C:13]=2[Br:12])[C:5]([Br:9])=[CH:4][C:3]=1[C:14]1[S:15][CH:16]=[CH:17][C:13]=1[Br:11]. The yield is 0.550. (2) The reactants are Br[C:2]1[CH:3]=[CH:4][C:5]2[NH:6][C:7]3[C:12]([C:13]=2[CH:14]=1)=[CH:11][C:10](Br)=[CH:9][CH:8]=3.[CH3:16][O:17][C:18]1[CH:23]=[CH:22][C:21](B(O)O)=[CH:20][CH:19]=1.[C:27](=[O:30])([O-])[O-].[K+].[K+]. The catalyst is O1CCOCC1.O.C1C=CC([P]([Pd]([P](C2C=CC=CC=2)(C2C=CC=CC=2)C2C=CC=CC=2)([P](C2C=CC=CC=2)(C2C=CC=CC=2)C2C=CC=CC=2)[P](C2C=CC=CC=2)(C2C=CC=CC=2)C2C=CC=CC=2)(C2C=CC=CC=2)C2C=CC=CC=2)=CC=1. The product is [CH3:16][O:17][C:18]1[CH:23]=[CH:22][C:21]([C:2]2[CH:3]=[CH:4][C:5]3[NH:6][C:7]4[C:12]([C:13]=3[CH:14]=2)=[CH:11][C:10]([C:2]2[CH:3]=[CH:4][C:5]([O:30][CH3:27])=[CH:13][CH:14]=2)=[CH:9][CH:8]=4)=[CH:20][CH:19]=1. The yield is 0.450. (3) The reactants are [CH:1]([N:4]1[CH2:9][CH2:8][CH:7]([O:10][C:11]2[CH:19]=[CH:18][C:17]3[N:16]4[CH2:20][C@H:21]([CH3:25])[NH:22][C:23](=[O:24])[C:15]4=[CH:14][C:13]=3[CH:12]=2)[CH2:6][CH2:5]1)([CH3:3])[CH3:2].[CH3:26][O:27][CH2:28][CH2:29]Br.[H-].[Na+]. No catalyst specified. The product is [CH:1]([N:4]1[CH2:9][CH2:8][CH:7]([O:10][C:11]2[CH:19]=[CH:18][C:17]3[N:16]4[CH2:20][C@H:21]([CH3:25])[N:22]([CH2:29][CH2:28][O:27][CH3:26])[C:23](=[O:24])[C:15]4=[CH:14][C:13]=3[CH:12]=2)[CH2:6][CH2:5]1)([CH3:3])[CH3:2]. The yield is 0.300. (4) The reactants are [C:1]([NH:8][CH2:9][CH2:10][NH2:11])([O:3][C:4]([CH3:7])(C)C)=[O:2].[CH2:12]([CH:15]([CH2:19][C:20]#[CH:21])[C:16](O)=O)[C:13]#[CH:14].CN([C:25]([O:29]N1N=NC2C=CC=CC1=2)=[N+](C)C)C.[B-](F)(F)(F)F.[CH3:44][CH2:45]N(C(C)C)C(C)C. The yield is 0.310. The product is [CH2:4]([O:3][C:1](=[O:2])[NH:8][CH2:9][CH2:10][NH:11][C:25](=[O:29])[CH2:16][CH:15]([CH2:19][C:20]#[CH:21])[CH2:12][C:13]#[CH:14])[CH2:7][CH2:44][CH3:45]. The catalyst is CC#N. (5) The reactants are [Na].[CH2:2]([O:4][C:5](=[O:23])[C:6]([O:9][C:10]1[CH:15]=[C:14]([O:16][CH3:17])[C:13]([O:18]C(=O)C)=[CH:12][C:11]=1[CH3:22])([CH3:8])[CH3:7])C. The catalyst is CO. The product is [CH3:2][O:4][C:5](=[O:23])[C:6]([O:9][C:10]1[CH:15]=[C:14]([O:16][CH3:17])[C:13]([OH:18])=[CH:12][C:11]=1[CH3:22])([CH3:8])[CH3:7]. The yield is 0.760. (6) The reactants are [NH2:1][C:2]1[N:3]=[C:4]([NH:17][CH:18]2[CH2:23][CH2:22][N:21]([S:24]([C:27]3[CH:28]=[N:29][C:30]([Cl:33])=[CH:31][CH:32]=3)(=[O:26])=[O:25])[CH2:20][CH2:19]2)[S:5][C:6]=1[C:7]([C:9]1[C:14]([F:15])=[CH:13][CH:12]=[CH:11][C:10]=1[F:16])=[O:8].[CH3:34][C:35]1[NH:36][CH2:37][CH:38]([CH3:40])[N:39]=1. The catalyst is CS(C)=O.C(OCC)(=O)C. The product is [ClH:33].[NH2:1][C:2]1[N:3]=[C:4]([NH:17][CH:18]2[CH2:23][CH2:22][N:21]([S:24]([C:27]3[CH:28]=[N:29][C:30]([N:36]4[CH2:37][CH:38]([CH3:40])[N:39]=[C:35]4[CH3:34])=[CH:31][CH:32]=3)(=[O:26])=[O:25])[CH2:20][CH2:19]2)[S:5][C:6]=1[C:7]([C:9]1[C:14]([F:15])=[CH:13][CH:12]=[CH:11][C:10]=1[F:16])=[O:8]. The yield is 0.840. (7) The reactants are CC1(C)C2C(=C(P(C3C=CC=CC=3)C3C=CC=CC=3)C=CC=2)OC2C(P(C3C=CC=CC=3)C3C=CC=CC=3)=CC=CC1=2.C(=O)([O-])[O-].[Cs+].[Cs+].Cl[C:50]1[CH:51]=[C:52]([CH:56]=[CH:57][N:58]=1)[C:53]([NH2:55])=[O:54].[F:59][C:60]([F:69])([F:68])[C:61]1[CH:62]=[CH:63][C:64]([NH2:67])=[N:65][CH:66]=1. The catalyst is O1CCOCC1.C([O-])(=O)C.[Pd+2].C([O-])(=O)C. The product is [F:69][C:60]([F:59])([F:68])[C:61]1[CH:62]=[CH:63][C:64]([NH:67][C:50]2[CH:51]=[C:52]([CH:56]=[CH:57][N:58]=2)[C:53]([NH2:55])=[O:54])=[N:65][CH:66]=1. The yield is 0.270.